Regression. Given two drug SMILES strings and cell line genomic features, predict the synergy score measuring deviation from expected non-interaction effect. From a dataset of NCI-60 drug combinations with 297,098 pairs across 59 cell lines. (1) Drug 1: CC1=C(C(CCC1)(C)C)C=CC(=CC=CC(=CC(=O)O)C)C. Drug 2: C1C(C(OC1N2C=NC3=C2NC=NCC3O)CO)O. Cell line: LOX IMVI. Synergy scores: CSS=-4.91, Synergy_ZIP=3.63, Synergy_Bliss=1.98, Synergy_Loewe=-5.29, Synergy_HSA=-4.99. (2) Drug 1: C1=NC2=C(N1)C(=S)N=CN2. Drug 2: CC1=C(C(=O)C2=C(C1=O)N3CC4C(C3(C2COC(=O)N)OC)N4)N. Cell line: SF-268. Synergy scores: CSS=53.1, Synergy_ZIP=-5.80, Synergy_Bliss=0.164, Synergy_Loewe=-8.16, Synergy_HSA=2.85. (3) Drug 1: C1CCC(CC1)NC(=O)N(CCCl)N=O. Drug 2: CNC(=O)C1=NC=CC(=C1)OC2=CC=C(C=C2)NC(=O)NC3=CC(=C(C=C3)Cl)C(F)(F)F. Cell line: SK-MEL-5. Synergy scores: CSS=27.6, Synergy_ZIP=2.83, Synergy_Bliss=8.28, Synergy_Loewe=-17.0, Synergy_HSA=6.05. (4) Drug 1: C1CN1P(=S)(N2CC2)N3CC3. Drug 2: N.N.Cl[Pt+2]Cl. Cell line: LOX IMVI. Synergy scores: CSS=53.6, Synergy_ZIP=-4.11, Synergy_Bliss=-0.722, Synergy_Loewe=0.0810, Synergy_HSA=3.17. (5) Drug 1: CCC(=C(C1=CC=CC=C1)C2=CC=C(C=C2)OCCN(C)C)C3=CC=CC=C3.C(C(=O)O)C(CC(=O)O)(C(=O)O)O. Drug 2: CCC1(CC2CC(C3=C(CCN(C2)C1)C4=CC=CC=C4N3)(C5=C(C=C6C(=C5)C78CCN9C7C(C=CC9)(C(C(C8N6C)(C(=O)OC)O)OC(=O)C)CC)OC)C(=O)OC)O.OS(=O)(=O)O. Cell line: NCI-H522. Synergy scores: CSS=43.3, Synergy_ZIP=19.8, Synergy_Bliss=19.9, Synergy_Loewe=2.33, Synergy_HSA=18.1. (6) Drug 1: CC1=C(C(=CC=C1)Cl)NC(=O)C2=CN=C(S2)NC3=CC(=NC(=N3)C)N4CCN(CC4)CCO. Drug 2: CN(C(=O)NC(C=O)C(C(C(CO)O)O)O)N=O. Cell line: OVCAR-8. Synergy scores: CSS=-6.48, Synergy_ZIP=7.50, Synergy_Bliss=8.16, Synergy_Loewe=-1.57, Synergy_HSA=-3.00. (7) Drug 1: CN(C)C1=NC(=NC(=N1)N(C)C)N(C)C. Drug 2: CS(=O)(=O)OCCCCOS(=O)(=O)C. Cell line: SK-MEL-28. Synergy scores: CSS=-3.04, Synergy_ZIP=4.67, Synergy_Bliss=6.79, Synergy_Loewe=-0.441, Synergy_HSA=0.152.